The task is: Predict the reaction yield, written as a fraction of the theoretical maximum amount of product (1.0 means a 100% yield; for example, 0.34 means a 34% yield).. This data is from Reaction yield outcomes from USPTO patents with 853,638 reactions. (1) The reactants are [CH:1]([NH:4][C:5]([NH2:7])=[O:6])([CH3:3])[CH3:2].[C:8](OC)(=[O:14])[CH2:9][C:10](OC)=[O:11].C[O-].[Na+].Cl. The catalyst is CO. The product is [CH:1]([N:4]1[C:10](=[O:11])[CH2:9][C:8](=[O:14])[NH:7][C:5]1=[O:6])([CH3:3])[CH3:2]. The yield is 0.710. (2) The reactants are [C:1]1([OH:7])[CH:6]=[CH:5][CH:4]=[CH:3][CH:2]=1.[CH2:8]([O:12][CH2:13][C:14]1[CH:19]=[CH:18][CH:17]=[CH:16][CH:15]=1)[C@@H:9]1[O:11][CH2:10]1. The catalyst is C(O)C.C(N(CC)CC)C. The product is [CH2:13]([O:12][CH2:8][C@H:9]([OH:11])[CH2:10][O:7][C:1]1[CH:6]=[CH:5][CH:4]=[CH:3][CH:2]=1)[C:14]1[CH:19]=[CH:18][CH:17]=[CH:16][CH:15]=1. The yield is 0.725. (3) The reactants are [C:1]([OH:8])(=[O:7])/[CH:2]=[CH:3]/[C:4]([OH:6])=[O:5].[F:9][C:10]1[CH:11]=[C:12]([CH:16]=[C:17]([F:19])[CH:18]=1)[C:13]([NH2:15])=[O:14]. The catalyst is C(C(C)=O)C. The product is [C:1]([OH:8])(=[O:7])/[CH:2]=[CH:3]/[C:4]([OH:6])=[O:5].[F:9][C:10]1[CH:11]=[C:12]([CH:16]=[C:17]([F:19])[CH:18]=1)[C:13]([NH2:15])=[O:14]. The yield is 0.650. (4) The reactants are C(O[C:5](=[O:7])[CH3:6])(=O)C.[CH2:8](N(CC)CC)C.[CH3:15][CH2:16][CH2:17][CH2:18][CH2:19][CH3:20].O. The catalyst is CN(C)C(=O)C. The product is [CH2:16]([C:17]1[CH2:18][CH:19]2[CH:6]([CH:8]=1)[C:5](=[O:7])[CH2:20]2)[CH3:15]. The yield is 0.620.